From a dataset of Reaction yield outcomes from USPTO patents with 853,638 reactions. Predict the reaction yield, written as a fraction of the theoretical maximum amount of product (1.0 means a 100% yield; for example, 0.34 means a 34% yield). (1) The reactants are [C:1]([NH:8][CH2:9][C:10]([OH:12])=O)([O:3]C(C)(C)C)=O.[C:13]([C:20]1NC=CN=1)([C:15]1NC=CN=1)=O.[N:25]1([C:31]2[CH:45]=[CH:44][CH:43]=[CH:42][C:32]=2[C:33]([NH:35][C:36]2[CH:37]=[N:38][CH:39]=[CH:40][CH:41]=2)=[O:34])[CH2:30][CH2:29][NH:28][CH2:27][CH2:26]1.C(N([CH2:51][CH3:52])CC)C.[CH3:53]N(C=O)C. The catalyst is C(OCC)(=O)C. The product is [C:1]([NH:8][CH2:9][C:10]([N:28]1[CH2:29][CH2:30][N:25]([C:31]2[CH:45]=[CH:44][CH:43]=[CH:42][C:32]=2[C:33]([NH:35][C:36]2[CH:37]=[N:38][CH:39]=[CH:40][CH:41]=2)=[O:34])[CH2:26][CH2:27]1)=[O:12])(=[O:3])[C:15]1[CH:13]=[CH:20][CH:52]=[CH:51][CH:53]=1. The yield is 0.930. (2) The reactants are N1C=CC=CC=1.[CH3:7][O:8][C:9]1[CH:14]=[CH:13][C:12]([CH2:15][CH2:16][CH2:17][CH2:18][OH:19])=[CH:11][CH:10]=1.[C:20]1([CH3:30])[CH:25]=[CH:24][C:23]([S:26](Cl)(=[O:28])=[O:27])=[CH:22][CH:21]=1. The catalyst is C(Cl)(Cl)Cl. The product is [CH3:7][O:8][C:9]1[CH:14]=[CH:13][C:12]([CH2:15][CH2:16][CH2:17][CH2:18][O:19][S:26]([C:23]2[CH:24]=[CH:25][C:20]([CH3:30])=[CH:21][CH:22]=2)(=[O:28])=[O:27])=[CH:11][CH:10]=1. The yield is 0.660. (3) The reactants are [CH2:1]([S:8][CH:9]([CH:12]([O:15][CH3:16])[O:13][CH3:14])[CH2:10][NH2:11])[C:2]1[CH:7]=[CH:6][CH:5]=[CH:4][CH:3]=1.[OH-].[Na+].[C:19](=O)([OH:25])[O:20][C:21]([CH3:24])([CH3:23])[CH3:22]. The catalyst is O1CCCC1. The product is [CH2:1]([S:8][CH:9]([CH:12]([O:13][CH3:14])[O:15][CH3:16])[CH2:10][NH:11][C:19](=[O:25])[O:20][C:21]([CH3:24])([CH3:23])[CH3:22])[C:2]1[CH:7]=[CH:6][CH:5]=[CH:4][CH:3]=1. The yield is 0.990.